From a dataset of Forward reaction prediction with 1.9M reactions from USPTO patents (1976-2016). Predict the product of the given reaction. (1) Given the reactants [Cl:1][C:2]1[CH:7]=[C:6]([Cl:8])[CH:5]=[CH:4][C:3]=1[CH:9]1[CH2:12][CH2:11][C:10]1=O.Cl.[OH:15][NH2:16].C([O-])([O-])=O.[K+].[K+], predict the reaction product. The product is: [Cl:1][C:2]1[CH:7]=[C:6]([Cl:8])[CH:5]=[CH:4][C:3]=1[CH:9]1[CH2:12][CH2:11][C:10]1=[N:16][OH:15]. (2) Given the reactants [CH3:1][C:2]1[CH:11]=[CH:10][C:5]([C:6]([O:8][CH3:9])=[O:7])=[CH:4][C:3]=1B1OC(C)(C)C(C)(C)O1.[O-]P([O-])([O-])=O.[K+].[K+].[K+].I[C:30]1[N:34]([CH2:35][O:36][CH2:37][CH2:38][Si:39]([CH3:42])([CH3:41])[CH3:40])[C:33]([C:43]2([OH:47])[CH2:46][O:45][CH2:44]2)=[N:32][C:31]=1[CH3:48], predict the reaction product. The product is: [OH:47][C:43]1([C:33]2[N:34]([CH2:35][O:36][CH2:37][CH2:38][Si:39]([CH3:40])([CH3:42])[CH3:41])[C:30]([C:3]3[CH:4]=[C:5]([CH:10]=[CH:11][C:2]=3[CH3:1])[C:6]([O:8][CH3:9])=[O:7])=[C:31]([CH3:48])[N:32]=2)[CH2:44][O:45][CH2:46]1.